The task is: Predict the reaction yield, written as a fraction of the theoretical maximum amount of product (1.0 means a 100% yield; for example, 0.34 means a 34% yield).. This data is from Reaction yield outcomes from USPTO patents with 853,638 reactions. The reactants are CC1(C)CCCC(C)(C)N1.C([Li])CCC.[F:16][C:17]1[CH:24]=[C:23]([CH3:25])[CH:22]=[CH:21][C:18]=1[C:19]#[N:20].[I:26]I.[O-]S([O-])(=S)=O.[Na+].[Na+]. The catalyst is C1COCC1. The product is [F:16][C:17]1[C:24]([I:26])=[C:23]([CH3:25])[CH:22]=[CH:21][C:18]=1[C:19]#[N:20]. The yield is 0.480.